From a dataset of Peptide-MHC class II binding affinity with 134,281 pairs from IEDB. Regression. Given a peptide amino acid sequence and an MHC pseudo amino acid sequence, predict their binding affinity value. This is MHC class II binding data. The peptide sequence is YFPPPAAKEDFLGCL. The MHC is HLA-DPA10103-DPB10401 with pseudo-sequence HLA-DPA10103-DPB10401. The binding affinity (normalized) is 0.532.